This data is from Retrosynthesis with 50K atom-mapped reactions and 10 reaction types from USPTO. The task is: Predict the reactants needed to synthesize the given product. Given the product CC1=C(c2ccccc2)C(=O)N(C(C)(C)C(=O)CCC(C)Br)CO1, predict the reactants needed to synthesize it. The reactants are: Br.C=CCCC(=O)C(C)(C)N1COC(C)=C(c2ccccc2)C1=O.